Dataset: Catalyst prediction with 721,799 reactions and 888 catalyst types from USPTO. Task: Predict which catalyst facilitates the given reaction. (1) Reactant: [F:1][C:2]1[CH:3]=[C:4]2[C:9](=[CH:10][CH:11]=1)[N:8]=[C:7]([C:12](=[O:14])[CH3:13])[C:6]([C:15]1[CH:16]=[N:17][CH:18]=[C:19]([F:21])[CH:20]=1)=[CH:5]2.[BH4-].[Na+]. Product: [F:1][C:2]1[CH:3]=[C:4]2[C:9](=[CH:10][CH:11]=1)[N:8]=[C:7]([CH:12]([OH:14])[CH3:13])[C:6]([C:15]1[CH:16]=[N:17][CH:18]=[C:19]([F:21])[CH:20]=1)=[CH:5]2. The catalyst class is: 1. (2) The catalyst class is: 876. Reactant: [CH3:1][C:2]1[CH:7]=[CH:6][N:5]2[CH:8]=[C:9]([CH2:11][C@@H:12]3[CH2:17][CH2:16][CH2:15][CH2:14][N:13]3[C:18]([C:20]3[C:25]([O:26][CH2:27][CH2:28][CH3:29])=[CH:24][CH:23]=[C:22]([CH3:30])[N:21]=3)=[O:19])[N:10]=[C:4]2[C:3]=1[CH3:31].[ClH:32]. Product: [ClH:32].[CH3:1][C:2]1[CH:7]=[CH:6][N:5]2[CH:8]=[C:9]([CH2:11][C@@H:12]3[CH2:17][CH2:16][CH2:15][CH2:14][N:13]3[C:18]([C:20]3[C:25]([O:26][CH2:27][CH2:28][CH3:29])=[CH:24][CH:23]=[C:22]([CH3:30])[N:21]=3)=[O:19])[N:10]=[C:4]2[C:3]=1[CH3:31]. (3) Reactant: [C:1]([C:5]1[CH:10]=[CH:9][C:8]([N:11]2[CH2:15][CH2:14][N:13]([C:16]3[CH:21]=[CH:20][C:19]([CH2:22][OH:23])=[CH:18][CH:17]=3)[C:12]2=[O:24])=[CH:7][CH:6]=1)([CH3:4])([CH3:3])[CH3:2].C[N+]1([O-])CCOCC1.C([N+](CCC)(CCC)CCC)CC. Product: [C:1]([C:5]1[CH:6]=[CH:7][C:8]([N:11]2[CH2:15][CH2:14][N:13]([C:16]3[CH:17]=[CH:18][C:19]([CH:22]=[O:23])=[CH:20][CH:21]=3)[C:12]2=[O:24])=[CH:9][CH:10]=1)([CH3:4])([CH3:2])[CH3:3]. The catalyst class is: 10. (4) Reactant: [Cl:1][C:2]1[C:24]([O:25][CH2:26][CH3:27])=[CH:23][C:5]([CH2:6][N:7]2[CH2:12][CH2:11][CH:10]([NH:13][C:14]3[CH:22]=[CH:21][C:17]([C:18]([OH:20])=O)=[CH:16][N:15]=3)[CH2:9][CH2:8]2)=[CH:4][C:3]=1[O:28][CH2:29][CH3:30].[NH2:31][CH2:32][CH2:33][OH:34].C(N(C(C)C)C(C)C)C.CN(C(ON1N=NC2C=CC=NC1=2)=[N+](C)C)C.F[P-](F)(F)(F)(F)F. Product: [Cl:1][C:2]1[C:24]([O:25][CH2:26][CH3:27])=[CH:23][C:5]([CH2:6][N:7]2[CH2:8][CH2:9][CH:10]([NH:13][C:14]3[CH:22]=[CH:21][C:17]([C:18]([NH:31][CH2:32][CH2:33][OH:34])=[O:20])=[CH:16][N:15]=3)[CH2:11][CH2:12]2)=[CH:4][C:3]=1[O:28][CH2:29][CH3:30]. The catalyst class is: 3. (5) Reactant: C[O:2][C:3](=[O:13])[C:4]1[CH:9]=[C:8]([CH3:10])[N:7]=[C:6]([CH2:11][OH:12])[CH:5]=1. Product: [OH:12][CH2:11][C:6]1[CH:5]=[C:4]([CH:9]=[C:8]([CH3:10])[N:7]=1)[C:3]([OH:13])=[O:2]. The catalyst class is: 33. (6) Reactant: [CH2:1]([C@@H:8]1[C@@H:16]([O:17][CH2:18][CH:19](O)[CH3:20])[C@H:15]([CH3:22])[O:14][C:13](=[O:23])[C@@H:12]([NH:24][C:25](=[O:35])[C:26]2[C:31]([OH:32])=[C:30]([O:33][CH3:34])[CH:29]=[CH:28][N:27]=2)[CH2:11][O:10][CH2:9]1)[C:2]1[CH:7]=[CH:6][CH:5]=[CH:4][CH:3]=1.Cl[C:37]([O:39][CH:40]([CH3:42])[CH3:41])=[O:38].[CH2:43](Cl)Cl. Product: [C:37](=[O:38])([O:39][CH:40]([CH3:42])[CH3:41])[O:32][C:31]1[C:26]([C:25](=[O:35])[NH:24][C@H:12]2[CH2:11][O:10][CH2:9][C@H:8]([CH2:1][C:2]3[CH:7]=[CH:6][CH:5]=[CH:4][CH:3]=3)[C@@H:16]([O:17][CH2:18][CH:19]([CH3:20])[CH3:43])[C@H:15]([CH3:22])[O:14][C:13]2=[O:23])=[N:27][CH:28]=[CH:29][C:30]=1[O:33][CH3:34]. The catalyst class is: 142. (7) Reactant: [Li][CH2:2]CCC.[CH3:6][O:7][C:8]1[CH:9]=[C:10]([CH:13]=[CH:14][CH:15]=1)[CH:11]=O. The catalyst class is: 597. Product: [CH3:6][O:7][C:8]1[CH:15]=[CH:14][CH:13]=[C:10]([CH:11]=[CH2:2])[CH:9]=1. (8) Reactant: [CH3:1][O:2][C:3]1[CH:4]=[C:5]([N:9]([C:16]2[CH:21]=[CH:20][CH:19]=[CH:18][CH:17]=2)[CH2:10][CH2:11][NH:12][C:13](=[O:15])[CH3:14])[CH:6]=[CH:7][CH:8]=1.[H-].[Na+].I[CH3:25]. Product: [CH3:25][N:12]([CH2:11][CH2:10][N:9]([C:5]1[CH:6]=[CH:7][CH:8]=[C:3]([O:2][CH3:1])[CH:4]=1)[C:16]1[CH:21]=[CH:20][CH:19]=[CH:18][CH:17]=1)[C:13](=[O:15])[CH3:14]. The catalyst class is: 3.